This data is from Forward reaction prediction with 1.9M reactions from USPTO patents (1976-2016). The task is: Predict the product of the given reaction. (1) Given the reactants [N+:1]([C:4]1[CH:26]=[CH:25][C:7]([NH:8][C:9]2[CH:10]=[CH:11][C:12]3[C:18](=[O:19])[C:17]4[CH:20]=[CH:21][CH:22]=[CH:23][C:16]=4[CH2:15][O:14][C:13]=3[CH:24]=2)=[CH:6][CH:5]=1)([O-])=O.Cl.[Sn], predict the reaction product. The product is: [NH2:1][C:4]1[CH:26]=[CH:25][C:7]([NH:8][C:9]2[CH:10]=[CH:11][C:12]3[C:18](=[O:19])[C:17]4[CH:20]=[CH:21][CH:22]=[CH:23][C:16]=4[CH2:15][O:14][C:13]=3[CH:24]=2)=[CH:6][CH:5]=1. (2) Given the reactants [Cl:1][C:2]1[C:7]([Cl:8])=[CH:6][CH:5]=[CH:4][C:3]=1[CH2:9][C:10]#[N:11].Cl[CH2:13][CH2:14][N:15]([CH2:23][CH2:24]Cl)[C:16](=[O:22])[O:17][C:18]([CH3:21])([CH3:20])[CH3:19].C(=O)([O-])[O-].CS(C)=O, predict the reaction product. The product is: [C:10]([C:9]1([C:3]2[CH:4]=[CH:5][CH:6]=[C:7]([Cl:8])[C:2]=2[Cl:1])[CH2:24][CH2:23][N:15]([C:16]([O:17][C:18]([CH3:20])([CH3:19])[CH3:21])=[O:22])[CH2:14][CH2:13]1)#[N:11]. (3) Given the reactants [C:1]([C:3]1[C:8]([C:9]2[N:13]([S:14]([C:17]3[CH:21]=[CH:20][O:19][CH:18]=3)(=[O:16])=[O:15])[CH:12]=[C:11]([CH2:22][N:23](C)[C:24](=O)OC(C)(C)C)[CH:10]=2)=[CH:7][CH:6]=[CH:5][N:4]=1)#[N:2].C(OCC)(=O)C.[ClH:38], predict the reaction product. The product is: [ClH:38].[O:19]1[CH:20]=[CH:21][C:17]([S:14]([N:13]2[CH:12]=[C:11]([CH2:22][NH:23][CH3:24])[CH:10]=[C:9]2[C:8]2[C:3]([C:1]#[N:2])=[N:4][CH:5]=[CH:6][CH:7]=2)(=[O:16])=[O:15])=[CH:18]1. (4) Given the reactants [CH3:1][C:2]1[N:3]=[C:4]2[CH:9]=[CH:8][C:7]([N:10]3[CH:15]=[CH:14][C:13]([OH:16])=[CH:12][C:11]3=[O:17])=[CH:6][N:5]2[C:18]=1[CH3:19].[Cl:20][C:21]1[S:25][C:24]([CH2:26]O)=[CH:23][CH:22]=1.C(P(CCCC)CCCC)CCC.N(C(N1CCCCC1)=O)=NC(N1CCCCC1)=O, predict the reaction product. The product is: [Cl:20][C:21]1[S:25][C:24]([CH2:26][O:16][C:13]2[CH:14]=[CH:15][N:10]([C:7]3[CH:8]=[CH:9][C:4]4[N:5]([C:18]([CH3:19])=[C:2]([CH3:1])[N:3]=4)[CH:6]=3)[C:11](=[O:17])[CH:12]=2)=[CH:23][CH:22]=1.